Dataset: Catalyst prediction with 721,799 reactions and 888 catalyst types from USPTO. Task: Predict which catalyst facilitates the given reaction. (1) Reactant: [CH3:1][NH:2][C:3]([C:5]1[CH:9]=[CH:8][S:7][C:6]=1[CH3:10])=[O:4].C([Li])CCC.[O:16]1[CH2:20][CH2:19][O:18][CH:17]1[C:21]1[CH:28]=[CH:27][C:24](C#N)=[CH:23][CH:22]=1. Product: [O:16]1[CH2:20][CH2:19][O:18][CH:17]1[C:21]1[CH:28]=[CH:27][C:24]([C:1]2[NH:2][C:3](=[O:4])[C:5]3[CH:9]=[CH:8][S:7][C:6]=3[CH:10]=2)=[CH:23][CH:22]=1. The catalyst class is: 7. (2) Reactant: [CH2:1]([C@H:8]1[CH2:13][CH2:12][C@H:11]([C:14]2[CH:19]=[CH:18][C:17]([C:20]3[C:21]([C:27]4[CH:32]=[CH:31][C:30]([O:33]C)=[CH:29][CH:28]=4)=[C:22]([Cl:26])[CH:23]=[CH:24][CH:25]=3)=[CH:16][CH:15]=2)[CH2:10][CH2:9]1)[CH2:2][CH2:3][CH2:4][CH2:5][CH2:6][CH3:7].C(O)(=O)C.I. The catalyst class is: 6. Product: [CH2:1]([C@H:8]1[CH2:9][CH2:10][C@H:11]([C:14]2[CH:19]=[CH:18][C:17]([C:20]3[C:21]([C:27]4[CH:28]=[CH:29][C:30]([OH:33])=[CH:31][CH:32]=4)=[C:22]([Cl:26])[CH:23]=[CH:24][CH:25]=3)=[CH:16][CH:15]=2)[CH2:12][CH2:13]1)[CH2:2][CH2:3][CH2:4][CH2:5][CH2:6][CH3:7]. (3) Reactant: CO.[OH-].[Na+].[C:5]([OH:20])(=[O:19])[CH2:6][CH2:7][CH2:8][CH2:9][CH2:10][CH2:11][CH2:12][CH2:13][CH2:14][CH2:15][CH2:16][CH2:17][CH3:18].[N+]([O-])([O-])=O.[Ag+:25]. Product: [C:5]([O-:20])(=[O:19])[CH2:6][CH2:7][CH2:8][CH2:9][CH2:10][CH2:11][CH2:12][CH2:13][CH2:14][CH2:15][CH2:16][CH2:17][CH3:18].[Ag+:25]. The catalyst class is: 6. (4) Reactant: [CH3:1][N:2]([CH2:4][CH2:5][N:6]1[C:20](=[O:21])[C:15]2=[CH:16][C:17]([NH2:19])=[CH:18][C:13]3[C:14]2=[C:9]([CH:10]=[CH:11][CH:12]=3)[C:7]1=[O:8])[CH3:3].[Cl:22][C:23]1[CH:28]=[CH:27][C:26]([N:29]=[C:30]=[O:31])=[CH:25][CH:24]=1. Product: [CH3:3][N:2]([CH3:1])[CH2:4][CH2:5][N:6]1[C:20](=[O:21])[C:15]2[CH:16]=[C:17]([NH:19][C:30]([NH:29][C:26]3[CH:27]=[CH:28][C:23]([Cl:22])=[CH:24][CH:25]=3)=[O:31])[CH:18]=[C:13]3[C:14]=2[C:9](=[CH:10][CH:11]=[CH:12]3)[C:7]1=[O:8]. The catalyst class is: 10. (5) Reactant: [O:1]=[C:2]1[CH2:6][C:5]2([CH2:11][CH2:10][CH:9]([NH:12]C(=O)OCC3C=CC=CC=3)[CH2:8][CH2:7]2)[CH2:4][NH:3]1. Product: [NH2:12][CH:9]1[CH2:10][CH2:11][C:5]2([CH2:4][NH:3][C:2](=[O:1])[CH2:6]2)[CH2:7][CH2:8]1. The catalyst class is: 19. (6) The catalyst class is: 9. Product: [CH2:12]([O:7][CH:4]1[CH2:5][CH2:6][O:1][CH2:2][CH2:3]1)[CH:11]=[CH2:10]. Reactant: [O:1]1[CH2:6][CH2:5][CH:4]([OH:7])[CH2:3][CH2:2]1.[H-].[Na+].[CH2:10](Br)[CH:11]=[CH2:12].C(OCC)(=O)C. (7) Reactant: [CH:1]1([NH:6][C:7]2[CH:8]=[C:9]([CH2:23][N:24]3C(=O)C4C(=CC=CC=4)C3=O)[CH:10]=[C:11]3[C:15]=2[NH:14][C:13]([C:16]2[S:17][CH2:18][C@@H:19]([CH2:21][OH:22])[N:20]=2)=[CH:12]3)[CH2:5][CH2:4][CH2:3][CH2:2]1.O.NN. Product: [NH2:24][CH2:23][C:9]1[CH:10]=[C:11]2[C:15](=[C:7]([NH:6][CH:1]3[CH2:5][CH2:4][CH2:3][CH2:2]3)[CH:8]=1)[NH:14][C:13]([C:16]1[S:17][CH2:18][C@@H:19]([CH2:21][OH:22])[N:20]=1)=[CH:12]2. The catalyst class is: 8. (8) Reactant: C(OC(=O)[NH:10][CH:11]1[CH2:16][CH2:15][CH:14]([CH2:17][S:18]([CH3:21])(=[O:20])=[O:19])[CH2:13][CH2:12]1)C1C=CC=CC=1. Product: [CH3:21][S:18]([CH2:17][CH:14]1[CH2:15][CH2:16][CH:11]([NH2:10])[CH2:12][CH2:13]1)(=[O:19])=[O:20]. The catalyst class is: 29. (9) Reactant: [CH2:1]([O:8][C:9]1[N:24]=[C:23](Cl)[C:22]([CH2:26][CH3:27])=[C:21]([O:28][CH2:29][C:30]2[CH:35]=[CH:34][CH:33]=[CH:32][CH:31]=2)[C:10]=1[C:11]([O:13][CH2:14][C:15]1[CH:20]=[CH:19][CH:18]=[CH:17][CH:16]=1)=[O:12])[C:2]1[CH:7]=[CH:6][CH:5]=[CH:4][CH:3]=1.[OH:36][C:37]1[CH:42]=[CH:41][C:40](B(O)O)=[CH:39][CH:38]=1.F[B-](F)(F)F.C([PH+](C(C)(C)C)C(C)(C)C)(C)(C)C.[F-].[K+]. Product: [CH2:1]([O:8][C:9]1[N:24]=[C:23]([C:40]2[CH:41]=[CH:42][C:37]([OH:36])=[CH:38][CH:39]=2)[C:22]([CH2:26][CH3:27])=[C:21]([O:28][CH2:29][C:30]2[CH:35]=[CH:34][CH:33]=[CH:32][CH:31]=2)[C:10]=1[C:11]([O:13][CH2:14][C:15]1[CH:20]=[CH:19][CH:18]=[CH:17][CH:16]=1)=[O:12])[C:2]1[CH:7]=[CH:6][CH:5]=[CH:4][CH:3]=1. The catalyst class is: 443.